From a dataset of Retrosynthesis with 50K atom-mapped reactions and 10 reaction types from USPTO. Predict the reactants needed to synthesize the given product. (1) Given the product NNC(=O)c1cccc(OCCCOc2ncnc3scc(-c4ccc(F)cc4)c23)c1, predict the reactants needed to synthesize it. The reactants are: NN.O=C(O)c1cccc(OCCCOc2ncnc3scc(-c4ccc(F)cc4)c23)c1. (2) Given the product O=C1NC(=O)/C(=C/c2cnn3c(NC4CC4)cc(Nc4cc(F)cc(F)c4)nc23)N1, predict the reactants needed to synthesize it. The reactants are: O=C1CNC(=O)N1.O=Cc1cnn2c(NC3CC3)cc(Nc3cc(F)cc(F)c3)nc12. (3) The reactants are: Cc1ccc(-c2ncc(C)o2)c(C(=O)O)n1.FC(F)(F)c1cnc(NC[C@@H]2C[C@H]3C[C@H]3CN2)nc1. Given the product Cc1ccc(-c2ncc(C)o2)c(C(=O)N2C[C@@H]3C[C@@H]3C[C@H]2CNc2ncc(C(F)(F)F)cn2)n1, predict the reactants needed to synthesize it. (4) The reactants are: CCCN1C(=O)NC2(CCN(Cc3cc4cnc(C#N)nc4n3CC(C)(C)C)CC2)C1=O.CI. Given the product CCCN1C(=O)N(C)C2(CCN(Cc3cc4cnc(C#N)nc4n3CC(C)(C)C)CC2)C1=O, predict the reactants needed to synthesize it. (5) Given the product CCN(C(C)=O)c1cccc(-c2ccc(Cl)nn2)c1, predict the reactants needed to synthesize it. The reactants are: CC(=O)Nc1cccc(-c2ccc(Cl)nn2)c1.CCI. (6) Given the product O=C(Nc1ccc(SC(F)(F)F)nc1)c1cnc(N2CC[C@@H](O)C2)c(Br)c1, predict the reactants needed to synthesize it. The reactants are: O=C(Nc1ccc(SC(F)(F)F)nc1)c1cnc(Cl)c(Br)c1.O[C@@H]1CCNC1. (7) The reactants are: Clc1cccc(N2CCNCC2)c1.O=C1CCCN1CCCCl. Given the product O=C1CCCN1CCCN1CCN(c2cccc(Cl)c2)CC1, predict the reactants needed to synthesize it.